Dataset: Forward reaction prediction with 1.9M reactions from USPTO patents (1976-2016). Task: Predict the product of the given reaction. (1) Given the reactants [Br:1][C:2]1[CH:7]=[CH:6][C:5]([C@@H:8]([OH:13])[C:9]([F:12])([F:11])[F:10])=[C:4]([N:14]2[CH:18]=[CH:17][C:16]([CH3:19])=[N:15]2)[CH:3]=1.[NH2:20][C:21]1[N:26]=[C:25](Cl)[CH:24]=[C:23]([Cl:28])[N:22]=1.C([O-])([O-])=O.[Cs+].[Cs+], predict the reaction product. The product is: [Br:1][C:2]1[CH:7]=[CH:6][C:5]([C@@H:8]([O:13][C:25]2[CH:24]=[C:23]([Cl:28])[N:22]=[C:21]([NH2:20])[N:26]=2)[C:9]([F:12])([F:11])[F:10])=[C:4]([N:14]2[CH:18]=[CH:17][C:16]([CH3:19])=[N:15]2)[CH:3]=1. (2) Given the reactants [CH:1]1([C:7]2[S:19][C:10]3[N:11]=[C:12]([CH3:18])[N:13]=[C:14](/[CH:15]=[CH:16]\O)[C:9]=3[CH:8]=2)[CH2:6][CH2:5][CH2:4][CH2:3][CH2:2]1.[NH:20]1[CH2:25][CH2:24][O:23][CH2:22][CH2:21]1.C(=O)(O)[O-].[Na+], predict the reaction product. The product is: [CH:1]1([C:7]2[S:19][C:10]3[N:11]=[C:12]([CH3:18])[N:13]=[C:14]([CH2:15][CH2:16][N:20]4[CH2:25][CH2:24][O:23][CH2:22][CH2:21]4)[C:9]=3[CH:8]=2)[CH2:6][CH2:5][CH2:4][CH2:3][CH2:2]1. (3) Given the reactants [NH2:1][C:2]1[CH:3]=[C:4]([CH:7]=[C:8]([Br:10])[CH:9]=1)[C:5]#[N:6].[CH3:11][S:12](Cl)(=[O:14])=[O:13], predict the reaction product. The product is: [Br:10][C:8]1[CH:9]=[C:2]([NH:1][S:12]([CH3:11])(=[O:14])=[O:13])[CH:3]=[C:4]([C:5]#[N:6])[CH:7]=1. (4) Given the reactants C(Cl)[Cl:2].[Cl:4][C:5]1[CH:10]=[C:9]([C:11](Cl)=[O:12])[CH:8]=[C:7]([Cl:14])[N:6]=1.[CH3:15][N:16]1[CH2:21][CH2:20][NH:19][CH2:18][CH2:17]1, predict the reaction product. The product is: [ClH:2].[Cl:4][C:5]1[CH:10]=[C:9]([C:11]([N:19]2[CH2:20][CH2:21][N:16]([CH3:15])[CH2:17][CH2:18]2)=[O:12])[CH:8]=[C:7]([Cl:14])[N:6]=1.